Dataset: Peptide-MHC class I binding affinity with 185,985 pairs from IEDB/IMGT. Task: Regression. Given a peptide amino acid sequence and an MHC pseudo amino acid sequence, predict their binding affinity value. This is MHC class I binding data. (1) The peptide sequence is KRFYQTVGF. The MHC is HLA-A02:06 with pseudo-sequence HLA-A02:06. The binding affinity (normalized) is 0.0847. (2) The peptide sequence is LEEDIQHFL. The MHC is HLA-B39:01 with pseudo-sequence HLA-B39:01. The binding affinity (normalized) is 0.0847.